From a dataset of Catalyst prediction with 721,799 reactions and 888 catalyst types from USPTO. Predict which catalyst facilitates the given reaction. (1) Reactant: Cl.[Br:2][C:3]1[CH:4]=[C:5]([C@H:9]([NH2:11])[CH3:10])[CH:6]=[N:7][CH:8]=1.C(N(CC)C(C)C)(C)C.[C:21](Cl)(=[O:23])[CH3:22]. Product: [Br:2][C:3]1[CH:4]=[C:5]([C@H:9]([NH:11][C:21](=[O:23])[CH3:22])[CH3:10])[CH:6]=[N:7][CH:8]=1. The catalyst class is: 2. (2) Reactant: [Br:1][C:2]([Br:5])(Br)Br.[C:6]1([C:14]2[CH:19]=[CH:18][CH:17]=[CH:16][CH:15]=2)[CH:11]=[CH:10][C:9]([CH:12]=O)=[CH:8][CH:7]=1.C1(P(C2C=CC=CC=2)C2C=CC=CC=2)C=CC=CC=1.C(=O)([O-])O.[Na+]. Product: [Br:1][C:2]([Br:5])=[CH:12][C:9]1[CH:10]=[CH:11][C:6]([C:14]2[CH:15]=[CH:16][CH:17]=[CH:18][CH:19]=2)=[CH:7][CH:8]=1. The catalyst class is: 2. (3) Reactant: [CH:1]1([Ru:6][CH:7]2[CH:11]=[CH:10][CH:9]=[CH:8]2)[CH:5]=[CH:4][CH:3]=[CH:2]1.[Cl-].[Al+3].[Cl-].[Cl-].[C:16](O)([CH3:19])([CH3:18])[CH3:17]. Product: [C:16]([Ru:6]([CH:1]1[CH:2]=[CH:3][CH:4]=[CH:5]1)[CH:7]1[CH:11]=[CH:10][CH:9]=[CH:8]1)([CH3:19])([CH3:18])[CH3:17]. The catalyst class is: 6. (4) Reactant: [N-:1]=[N+:2]=[N-:3].[Na+].[Si](Cl)(Cl)(Cl)Cl.C([C:12]1[CH:17]=[C:16]([C:18]([NH2:20])=O)[CH:15]=[CH:14][C:13]=1[C:21]1[CH:26]=[CH:25][C:24]([C:27]2[S:28][CH:29]=[CH:30][C:31]=2[NH:32][S:33]([CH:36]([CH3:38])[CH3:37])(=[O:35])=[O:34])=[CH:23][CH:22]=1)#N.[C:39](#[N:41])C. Product: [C:39]([C:25]1[CH:26]=[C:21]([C:13]2[CH:14]=[CH:15][C:16]([C:18]3[NH:20][N:3]=[N:2][N:1]=3)=[CH:17][CH:12]=2)[CH:22]=[CH:23][C:24]=1[C:27]1[S:28][CH:29]=[CH:30][C:31]=1[NH:32][S:33]([CH:36]([CH3:38])[CH3:37])(=[O:35])=[O:34])#[N:41]. The catalyst class is: 2.